From a dataset of Reaction yield outcomes from USPTO patents with 853,638 reactions. Predict the reaction yield, written as a fraction of the theoretical maximum amount of product (1.0 means a 100% yield; for example, 0.34 means a 34% yield). (1) The reactants are C(O[C:4]1[CH:5]=[C:6]([CH:9]=[CH:10][C:11]=1[C:12]([F:15])([F:14])[F:13])C#N)C.C([Si](C)(C)Cl)(C)(C)C.C[Mg]Br.C([O:29]CC)C.[NH4+].[Cl-].[CH2:34]1[CH2:38][O:37][CH2:36][CH2:35]1. The catalyst is [Cu]Br. The product is [CH2:38]([O:37][C:36]1[CH:35]=[C:6]([C:9](=[O:29])[CH3:10])[CH:5]=[CH:4][C:11]=1[C:12]([F:15])([F:14])[F:13])[CH3:34]. The yield is 0.340. (2) The reactants are [ClH:1].O1CCOCC1.[CH3:8][C:9]1[C:14]([N:15](C(OC(C)(C)C)=O)[NH:16]C(OC(C)(C)C)=O)=[CH:13][CH:12]=[CH:11][N:10]=1. The catalyst is CC(O)C.C(OCC)C. The product is [ClH:1].[NH:15]([C:14]1[C:9]([CH3:8])=[N:10][CH:11]=[CH:12][CH:13]=1)[NH2:16]. The yield is 1.00. (3) The yield is 0.270. The catalyst is CS(C)=O.CCOC(C)=O. The product is [O:1]=[C:2]1[CH2:10][C:9]2[C:4](=[CH:5][CH:6]=[CH:7][CH:8]=2)[N:3]1[CH2:12][C:13]([NH2:15])=[O:14]. The reactants are [O:1]=[C:2]1[C:10](=O)[C:9]2[C:4](=[CH:5][CH:6]=[CH:7][CH:8]=2)[N:3]1[CH2:12][C:13]([NH2:15])=[O:14].O.Cl. (4) The reactants are Cl[C:2]1[C:7]([C:8]([O:10][CH2:11][CH3:12])=[O:9])=[CH:6][N:5]=[C:4]([S:13][CH3:14])[N:3]=1.CC[N:17](CC)CC.N.O. The catalyst is C1COCC1. The product is [NH2:17][C:2]1[C:7]([C:8]([O:10][CH2:11][CH3:12])=[O:9])=[CH:6][N:5]=[C:4]([S:13][CH3:14])[N:3]=1. The yield is 0.970. (5) The reactants are Br[C:2](=[C:9]1[CH2:14][CH2:13][N:12]([C:15](=[O:31])[C:16]([C:18]2[C:26]3[C:21](=[C:22]([O:29][CH3:30])[N:23]=[CH:24][C:25]=3[O:27][CH3:28])[NH:20][CH:19]=2)=[O:17])[CH2:11][CH2:10]1)[C:3]1[CH:8]=[CH:7][CH:6]=[CH:5][CH:4]=1.[CH3:32][Si:33]([C:36]#[CH:37])([CH3:35])[CH3:34]. The catalyst is N1CCCCC1.C1C=CC(C#N)=CC=1.C1C=CC(C#N)=CC=1.Cl[Pd]Cl.[Cu]I. The product is [C:3]1([C:2](=[C:9]2[CH2:14][CH2:13][N:12]([C:15](=[O:31])[C:16]([C:18]3[C:26]4[C:21](=[C:22]([O:29][CH3:30])[N:23]=[CH:24][C:25]=4[O:27][CH3:28])[NH:20][CH:19]=3)=[O:17])[CH2:11][CH2:10]2)[C:37]#[C:36][Si:33]([CH3:35])([CH3:34])[CH3:32])[CH:8]=[CH:7][CH:6]=[CH:5][CH:4]=1. The yield is 0.390. (6) The reactants are [Br:1][C:2]1[S:6][C:5]([C:7](=[O:11])[CH2:8][CH2:9]Cl)=[CH:4][CH:3]=1.[CH3:12][C:13]([O-:15])=[O:14].[Na+]. The catalyst is C(O)(=O)C. The product is [C:13]([O:15][CH2:9][CH2:8][C:7]([C:5]1[S:6][C:2]([Br:1])=[CH:3][CH:4]=1)=[O:11])(=[O:14])[CH3:12]. The yield is 0.762. (7) The reactants are [OH:1][C:2]1[CH:9]=[C:8](O)[CH:7]=[CH:6][C:3]=1[CH:4]=[O:5].[C:11](=[O:14])([O-])[O-].[K+].[K+].[CH2:17](Br)[C:18]1[CH:23]=[CH:22][CH:21]=[CH:20][CH:19]=1.O. The catalyst is CN(C)C=O.CCCCCC. The product is [CH2:17]([O:1][C:2]1[CH:9]=[C:8]([O:14][CH2:11][C:2]2[CH:9]=[CH:8][CH:7]=[CH:6][CH:3]=2)[CH:7]=[CH:6][C:3]=1[CH:4]=[O:5])[C:18]1[CH:23]=[CH:22][CH:21]=[CH:20][CH:19]=1. The yield is 0.840.